The task is: Token-level Classification. Given an antigen amino acid sequence, predict which amino acid positions are active epitope sites capable of antibody binding. Output is a list of indices for active positions.. This data is from B-cell epitopes from IEDB database with 3,159 antigens for binding position prediction. (1) Given the antigen sequence: MATTYEEFAAKLDRLDEEFNKKMQEQNAKFFADKPDESTLSPEMKEHYDKSERMIKEHTEKFNKKMHEHSEHFKHKFAELLEQQKAAQYPSK, which amino acid positions are active epitope sites? The epitope positions are: [72, 73, 74, 75, 76, 77, 78, 79, 80, 81, 82, 83, 84, 85, 86, 87, 88, 89, 90, 91]. The amino acids at these positions are: FKHKFAELLEQQKAAQYPSK. (2) Given the antigen sequence: AAQKRPSQRSKYLASASTMDHARHGFLPRHRDTGILDSLGRFFGSDRGAPKRGSGKGQSKAGHLPPSRPLVWKZMABBFGLSVKYQDGHHAARTTHYGSLPQKAQGHRPQDENPVVHFFKNIVTPRTPPPSQGKGRGLSLSRFSWGAEGQKPGFGYGGRASDYKSAHKGLKGHDAQGTLSKIFKLGGRDSRSGSPMARR, which amino acid positions are active epitope sites? The epitope positions are: [132, 133, 134, 135, 136, 137, 138, 139, 140, 141]. The amino acids at these positions are: GKGRGLSLSR.